Dataset: Catalyst prediction with 721,799 reactions and 888 catalyst types from USPTO. Task: Predict which catalyst facilitates the given reaction. (1) Reactant: [CH3:1][C:2]1[CH:7]=[C:6]([NH:8][C:9]([NH:11][CH2:12][CH2:13][N:14]2[CH2:19][CH2:18][CH:17]([NH:20][CH3:21])[CH2:16][CH2:15]2)=[O:10])[CH:5]=[C:4]([CH3:22])[N:3]=1.[Cl:23][C:24]1[CH:25]=[C:26]([CH2:31][C:32](Cl)=[O:33])[CH:27]=[CH:28][C:29]=1[Cl:30]. Product: [Cl:23][C:24]1[CH:25]=[C:26]([CH2:31][C:32]([N:20]([CH:17]2[CH2:16][CH2:15][N:14]([CH2:13][CH2:12][NH:11][C:9]([NH:8][C:6]3[CH:5]=[C:4]([CH3:22])[N:3]=[C:2]([CH3:1])[CH:7]=3)=[O:10])[CH2:19][CH2:18]2)[CH3:21])=[O:33])[CH:27]=[CH:28][C:29]=1[Cl:30]. The catalyst class is: 2. (2) Reactant: [OH-].[K+].[CH3:3][C:4]1[CH:5]=[C:6]([O:17][C:18]2[CH:23]=[CH:22][N:21]=[C:20]([NH:24][C:25]3[CH:35]=[CH:34][C:28]([C:29]([O:31]CC)=[O:30])=[CH:27][CH:26]=3)[CH:19]=2)[C:7]([C:11]2[CH:16]=[CH:15][CH:14]=[CH:13][N:12]=2)=[N:8][C:9]=1[CH3:10].Cl. Product: [CH3:3][C:4]1[CH:5]=[C:6]([O:17][C:18]2[CH:23]=[CH:22][N:21]=[C:20]([NH:24][C:25]3[CH:26]=[CH:27][C:28]([C:29]([OH:31])=[O:30])=[CH:34][CH:35]=3)[CH:19]=2)[C:7]([C:11]2[CH:16]=[CH:15][CH:14]=[CH:13][N:12]=2)=[N:8][C:9]=1[CH3:10]. The catalyst class is: 72. (3) Reactant: Cl.Cl.[N:3]1[CH:8]=[CH:7][C:6]([C:9]2[N:13]=[C:12]([CH2:14][NH2:15])[NH:11][N:10]=2)=[CH:5][CH:4]=1.[C:16]([O:22][C:23]1[CH:31]=[C:30]([O:32][C:33](=[O:38])[C:34]([CH3:37])([CH3:36])[CH3:35])[CH:29]=[CH:28][C:24]=1[C:25](O)=[O:26])(=[O:21])[C:17]([CH3:20])([CH3:19])[CH3:18].O.ON1C2C=CC=CC=2N=N1.C(N(CC)CC)C. Product: [CH3:35][C:34]([CH3:37])([CH3:36])[C:33]([O:32][C:30]1[CH:29]=[CH:28][C:24]([C:25](=[O:26])[NH:15][CH2:14][C:12]2[NH:11][N:10]=[C:9]([C:6]3[CH:5]=[CH:4][N:3]=[CH:8][CH:7]=3)[N:13]=2)=[C:23]([O:22][C:16](=[O:21])[C:17]([CH3:20])([CH3:19])[CH3:18])[CH:31]=1)=[O:38]. The catalyst class is: 198. (4) Reactant: [CH3:1][C:2]1[C:10]2[C:5](=[CH:6][CH:7]=[CH:8][C:9]=2[CH3:11])[N:4]([CH2:12][CH2:13][C:14]([NH:16][NH2:17])=[O:15])[CH:3]=1.[CH3:18][O:19][C:20]1[CH:21]=[C:22]([CH:30]=O)[CH:23]=[C:24]2[C:29]=1[N:28]=[CH:27][CH:26]=[CH:25]2. Product: [CH3:1][C:2]1[C:10]2[C:5](=[CH:6][CH:7]=[CH:8][C:9]=2[CH3:11])[N:4]([CH2:12][CH2:13][C:14]([NH:16][N:17]=[CH:30][C:22]2[CH:23]=[C:24]3[C:29](=[C:20]([O:19][CH3:18])[CH:21]=2)[N:28]=[CH:27][CH:26]=[CH:25]3)=[O:15])[CH:3]=1. The catalyst class is: 5.